Dataset: Full USPTO retrosynthesis dataset with 1.9M reactions from patents (1976-2016). Task: Predict the reactants needed to synthesize the given product. (1) The reactants are: [CH:1]1([O:4][C:5]2[CH:6]=[C:7]([C:15]3[N:32]([CH2:33][O:34][CH2:35][CH2:36][Si:37]([CH3:40])([CH3:39])[CH3:38])[C:18]4[CH:19]=[N:20][N:21]([CH2:24][O:25][CH2:26][CH2:27][Si:28]([CH3:31])([CH3:30])[CH3:29])[C:22](=[O:23])[C:17]=4[C:16]=3[CH:41]=[CH:42][CH2:43][CH2:44][CH3:45])[CH:8]=[CH:9][C:10]=2[O:11][CH:12]([F:14])[F:13])[CH2:3][CH2:2]1.[H][H]. Given the product [CH:1]1([O:4][C:5]2[CH:6]=[C:7]([C:15]3[N:32]([CH2:33][O:34][CH2:35][CH2:36][Si:37]([CH3:40])([CH3:39])[CH3:38])[C:18]4[CH:19]=[N:20][N:21]([CH2:24][O:25][CH2:26][CH2:27][Si:28]([CH3:30])([CH3:31])[CH3:29])[C:22](=[O:23])[C:17]=4[C:16]=3[CH2:41][CH2:42][CH2:43][CH2:44][CH3:45])[CH:8]=[CH:9][C:10]=2[O:11][CH:12]([F:13])[F:14])[CH2:3][CH2:2]1, predict the reactants needed to synthesize it. (2) Given the product [CH3:20][C:6]1[CH:7]=[C:8]([S:12][C:13]2[CH:18]=[CH:17][C:16]([CH3:19])=[CH:15][CH:14]=2)[CH:9]=[C:10]([CH3:11])[C:5]=1[C:3]1[N:21]=[C:22]([NH2:24])[S:23][CH:2]=1, predict the reactants needed to synthesize it. The reactants are: Br[CH2:2][C:3]([C:5]1[C:10]([CH3:11])=[CH:9][C:8]([S:12][C:13]2[CH:18]=[CH:17][C:16]([CH3:19])=[CH:15][CH:14]=2)=[CH:7][C:6]=1[CH3:20])=O.[NH2:21][C:22]([NH2:24])=[S:23]. (3) Given the product [Cl:26][C:25]1[CH:24]=[CH:23][C:18]([C:19]([O:21][CH3:22])=[O:20])=[CH:17][C:16]=1[NH:15][C:12]([C:3]1[C:2](=[O:1])[NH:11][C:6]2[N:7]=[CH:8][N:9]=[CH:10][C:5]=2[CH:4]=1)=[O:14], predict the reactants needed to synthesize it. The reactants are: [O:1]=[C:2]1[NH:11][C:6]2[N:7]=[CH:8][N:9]=[CH:10][C:5]=2[CH:4]=[C:3]1[C:12]([OH:14])=O.[NH2:15][C:16]1[CH:17]=[C:18]([CH:23]=[CH:24][C:25]=1[Cl:26])[C:19]([O:21][CH3:22])=[O:20].C(N(CC)CC)C.CN(C(ON1N=NC2C=CC=NC1=2)=[N+](C)C)C.F[P-](F)(F)(F)(F)F. (4) Given the product [Br:1][C:2]1[C:7]([O:8][CH2:10][CH2:11][F:12])=[CH:6][CH:5]=[CH:4][N:3]=1, predict the reactants needed to synthesize it. The reactants are: [Br:1][C:2]1[C:7]([OH:8])=[CH:6][CH:5]=[CH:4][N:3]=1.Br[CH2:10][CH2:11][F:12].C([O-])([O-])=O.[K+].[K+]. (5) Given the product [ClH:35].[NH2:1][C:2]1[CH:7]=[C:6]([CH2:8][S:9][C:10]2[C:15]([C:16]([N:18]([CH2:27][C:28]([OH:30])=[O:29])[C:19]3[CH:20]=[C:21]([CH3:26])[CH:22]=[C:23]([CH3:25])[CH:24]=3)=[O:17])=[CH:14][CH:13]=[CH:12][N:11]=2)[CH:5]=[CH:4][N:3]=1, predict the reactants needed to synthesize it. The reactants are: [NH2:1][C:2]1[CH:7]=[C:6]([CH2:8][S:9][C:10]2[C:15]([C:16]([N:18]([CH2:27][C:28]([O:30]C(C)(C)C)=[O:29])[C:19]3[CH:24]=[C:23]([CH3:25])[CH:22]=[C:21]([CH3:26])[CH:20]=3)=[O:17])=[CH:14][CH:13]=[CH:12][N:11]=2)[CH:5]=[CH:4][N:3]=1.[ClH:35].